This data is from Forward reaction prediction with 1.9M reactions from USPTO patents (1976-2016). The task is: Predict the product of the given reaction. (1) Given the reactants Cl.CN1CCN(CC2C=CC(C([NH:16][C:17]3[CH:22]=[CH:21][C:20]([CH3:23])=[C:19]([NH:24][C:25]4[CH:30]=[C:29]([C:31]5[CH:32]=N[CH:34]=[N:35][CH:36]=5)[CH:28]=[CH:27][N:26]=4)[CH:18]=3)=O)=CC=2C(F)(F)F)CC1.[CH:43](N(C(C)C)CC)(C)C.Cl.Cl.[CH2:54]([N:56]1[CH2:61][CH2:60][N:59]([CH2:62][C:63]2[CH:71]=[CH:70][C:66]([C:67](Cl)=[O:68])=[CH:65][C:64]=2[C:72]([F:75])([F:74])[F:73])[CH2:58][CH2:57]1)[CH3:55].O, predict the reaction product. The product is: [CH2:54]([N:56]1[CH2:61][CH2:60][N:59]([CH2:62][C:63]2[CH:71]=[CH:70][C:66]([C:67]([NH:16][C:17]3[CH:22]=[CH:21][C:20]([CH3:23])=[C:19]([NH:24][C:25]4[CH:30]=[C:29]([C:31]5[CH:36]=[N:35][CH:34]=[CH:43][CH:32]=5)[CH:28]=[CH:27][N:26]=4)[CH:18]=3)=[O:68])=[CH:65][C:64]=2[C:72]([F:75])([F:74])[F:73])[CH2:58][CH2:57]1)[CH3:55]. (2) Given the reactants [C:1](Cl)(=[O:3])[CH3:2].Cl.[N:6]1([C:12]2[CH:17]=[CH:16][CH:15]=[CH:14][C:13]=2[C:18](=[O:20])[CH3:19])[CH2:11][CH2:10][NH:9][CH2:8][CH2:7]1, predict the reaction product. The product is: [C:1]([N:9]1[CH2:8][CH2:7][N:6]([C:12]2[CH:17]=[CH:16][CH:15]=[CH:14][C:13]=2[C:18](=[O:20])[CH3:19])[CH2:11][CH2:10]1)(=[O:3])[CH3:2].